This data is from Full USPTO retrosynthesis dataset with 1.9M reactions from patents (1976-2016). The task is: Predict the reactants needed to synthesize the given product. (1) Given the product [CH3:30][C:29]([OH:32])=[O:31].[CH:1]1[C:6]([O:7][CH2:8][C:9]([F:12])([F:10])[F:11])=[CH:5][C:4]([C:13]([NH:15][CH2:16][CH:17]2[NH:22][CH2:21][CH2:20][CH2:19][CH2:18]2)=[O:14])=[C:3]([O:23][CH2:24][C:25]([F:27])([F:26])[F:28])[CH:2]=1, predict the reactants needed to synthesize it. The reactants are: [CH:1]1[C:6]([O:7][CH2:8][C:9]([F:12])([F:11])[F:10])=[CH:5][C:4]([C:13]([NH:15][CH2:16][CH:17]2[NH:22][CH2:21][CH2:20][CH2:19][CH2:18]2)=[O:14])=[C:3]([O:23][CH2:24][C:25]([F:28])([F:27])[F:26])[CH:2]=1.[C:29]([OH:32])(=[O:31])[CH3:30].CCCCCC. (2) Given the product [Br:33][C:34]1[N:35]=[C:36]([CH:58]([C:5]2[C:6]([F:15])=[C:7]([C:9]3[CH:10]=[CH:11][CH:12]=[CH:13][CH:14]=3)[CH:8]=[C:3]([CH2:1][CH3:2])[CH:4]=2)[OH:59])[N:37]([C:39]([C:46]2[CH:47]=[CH:48][CH:49]=[CH:50][CH:51]=2)([C:52]2[CH:57]=[CH:56][CH:55]=[CH:54][CH:53]=2)[C:40]2[CH:41]=[CH:42][CH:43]=[CH:44][CH:45]=2)[CH:38]=1, predict the reactants needed to synthesize it. The reactants are: [CH2:1]([C:3]1[CH:4]=[CH:5][C:6]([F:15])=[C:7]([C:9]2[CH:14]=[CH:13][CH:12]=[CH:11][CH:10]=2)[CH:8]=1)[CH3:2].CN(CCN(CCN(C)C)C)C.[Li]CCCC.[Br:33][C:34]1[N:35]=[C:36]([CH:58]=[O:59])[N:37]([C:39]([C:52]2[CH:57]=[CH:56][CH:55]=[CH:54][CH:53]=2)([C:46]2[CH:51]=[CH:50][CH:49]=[CH:48][CH:47]=2)[C:40]2[CH:45]=[CH:44][CH:43]=[CH:42][CH:41]=2)[CH:38]=1. (3) Given the product [CH:18]1[C:13]([CH:3]2[O:4][C:5]3[CH:6]=[C:7]([OH:12])[CH:8]=[C:9]([OH:11])[C:10]=3[CH2:1][CH:2]2[OH:21])=[CH:14][C:15]([OH:20])=[C:16]([OH:19])[CH:17]=1.[CH:22]1[C:27]([C@@H:28]2[O:37][C:36]3[CH:35]=[C:34]([OH:38])[CH:33]=[C:32]([OH:39])[C:31]=3[CH2:30][C@@H:29]2[OH:40])=[CH:26][C:25]([OH:41])=[C:24]([OH:42])[CH:23]=1, predict the reactants needed to synthesize it. The reactants are: [CH2:1]1[C:10]2[C:5](=[CH:6][C:7]([OH:12])=[CH:8][C:9]=2[OH:11])[O:4][C@H:3]([C:13]2[CH:18]=[CH:17][C:16]([OH:19])=[C:15]([OH:20])[CH:14]=2)[C@H:2]1[OH:21].[CH:22]1[C:27]([C@H:28]2[O:37][C:36]3[CH:35]=[C:34]([OH:38])[CH:33]=[C:32]([OH:39])[C:31]=3[CH2:30][C@H:29]2[OH:40])=[CH:26][C:25]([OH:41])=[C:24]([OH:42])[CH:23]=1.C(=O)/C=C/C1C=CC=CC=1. (4) Given the product [N:1]1[CH:6]=[CH:5][CH:4]=[C:3]([N:7]2[CH:11]=[C:10]([C:12]3[S:14][C:16]4[CH2:21][CH2:20][CH2:19][C:18](=[O:22])[C:17]=4[N:13]=3)[CH:9]=[N:8]2)[CH:2]=1, predict the reactants needed to synthesize it. The reactants are: [N:1]1[CH:6]=[CH:5][CH:4]=[C:3]([N:7]2[CH:11]=[C:10]([C:12](=[S:14])[NH2:13])[CH:9]=[N:8]2)[CH:2]=1.Br[C:16]1[CH2:21][CH2:20][CH2:19][C:18](=[O:22])[C:17]=1O.C([O-])(O)=O.[Na+]. (5) Given the product [CH3:30][C:27]1([CH3:29])[O:28][C@H:23]2[CH2:22][N:21]([C:19](=[O:20])[CH2:18][O:17][C:14]3[CH:13]=[CH:12][C:11]([CH2:10][NH:9][C:7]([C:6]4[CH:31]=[CH:32][C:3]([CH2:2][NH:1][C:39](=[O:40])[O:38][C:35]([CH3:37])([CH3:36])[CH3:34])=[CH:4][CH:5]=4)=[O:8])=[CH:16][CH:15]=3)[CH2:25][C@H:24]2[O:26]1, predict the reactants needed to synthesize it. The reactants are: [NH2:1][CH2:2][C:3]1[CH:32]=[CH:31][C:6]([C:7]([NH:9][CH2:10][C:11]2[CH:16]=[CH:15][C:14]([O:17][CH2:18][C:19]([N:21]3[CH2:25][CH:24]4[O:26][C:27]([CH3:30])([CH3:29])[O:28][CH:23]4[CH2:22]3)=[O:20])=[CH:13][CH:12]=2)=[O:8])=[CH:5][CH:4]=1.O.[CH3:34][C:35]([O:38][C:39](O[C:39]([O:38][C:35]([CH3:37])([CH3:36])[CH3:34])=[O:40])=[O:40])([CH3:37])[CH3:36].C([O-])(O)=O.[Na+]. (6) Given the product [Cl:24][C:22]1[CH:21]=[CH:20][C:19]([S:25]([CH2:28][CH3:29])(=[O:27])=[O:26])=[C:18]([CH2:17][N:12]2[C:11](=[O:30])[C:10]3[C:15](=[CH:16][C:7]([CH2:6][N:39]4[CH2:40][CH2:41][C@@H:37]([N:36]([CH3:42])[CH3:35])[CH2:38]4)=[C:8]([C:31]([F:34])([F:32])[F:33])[CH:9]=3)[N:14]=[CH:13]2)[CH:23]=1, predict the reactants needed to synthesize it. The reactants are: CS(O[CH2:6][C:7]1[CH:16]=[C:15]2[C:10]([C:11](=[O:30])[N:12]([CH2:17][C:18]3[CH:23]=[C:22]([Cl:24])[CH:21]=[CH:20][C:19]=3[S:25]([CH2:28][CH3:29])(=[O:27])=[O:26])[CH:13]=[N:14]2)=[CH:9][C:8]=1[C:31]([F:34])([F:33])[F:32])(=O)=O.[CH3:35][N:36]([CH3:42])[C@@H:37]1[CH2:41][CH2:40][NH:39][CH2:38]1.